From a dataset of Full USPTO retrosynthesis dataset with 1.9M reactions from patents (1976-2016). Predict the reactants needed to synthesize the given product. (1) The reactants are: C([O:8][C:9]1[C:10]([C:20]([O:22][CH3:23])=[O:21])=[C:11]([CH3:19])[C:12]([O:15][CH:16]([CH3:18])[CH3:17])=[N:13][CH:14]=1)C1C=CC=CC=1. Given the product [OH:8][C:9]1[C:10]([C:20]([O:22][CH3:23])=[O:21])=[C:11]([CH3:19])[C:12]([O:15][CH:16]([CH3:17])[CH3:18])=[N:13][CH:14]=1, predict the reactants needed to synthesize it. (2) Given the product [NH2:17][CH2:16][C:3]1[C:4](=[O:15])[NH:5][C:6]([CH2:8][C:9]2[CH:10]=[CH:11][CH:12]=[CH:13][CH:14]=2)=[CH:7][C:2]=1[CH3:1].[ClH:25], predict the reactants needed to synthesize it. The reactants are: [CH3:1][C:2]1[CH:7]=[C:6]([CH2:8][C:9]2[CH:14]=[CH:13][CH:12]=[CH:11][CH:10]=2)[NH:5][C:4](=[O:15])[C:3]=1[CH2:16][NH:17]C(=O)OC(C)(C)C.[ClH:25]. (3) The reactants are: [Br:1][C:2]1[CH:7]=[CH:6][C:5]([S:8](Cl)(=[O:10])=[O:9])=[CH:4][C:3]=1[F:12].[NH2:13][C:14]1[CH:19]=[CH:18][CH:17]=[C:16]([Br:20])[N:15]=1. Given the product [Br:1][C:2]1[CH:7]=[CH:6][C:5]([S:8]([NH:13][C:14]2[CH:19]=[CH:18][CH:17]=[C:16]([Br:20])[N:15]=2)(=[O:10])=[O:9])=[CH:4][C:3]=1[F:12], predict the reactants needed to synthesize it. (4) Given the product [C:8]([O:7][C@@H:6]1[C@@H:11]([O:12][C:13](=[O:15])[CH3:14])[C@H:16]([O:17][C:18](=[O:20])[CH3:19])[CH2:21][O:22][C@H:5]1[O:4][CH2:1][CH2:2][CH2:31][CH2:30][CH:29]([CH3:28])[CH2:35][CH2:36][CH2:37][CH:38]([CH3:50])[CH2:39][CH2:40][CH2:41][CH:42]([CH3:49])[CH2:43][CH2:44][CH2:45][CH:46]([CH3:48])[CH3:47])(=[O:10])[CH3:9], predict the reactants needed to synthesize it. The reactants are: [C:1]([O:4][C@@H:5]1[O:22][CH2:21][C@@H:16]([O:17][C:18](=[O:20])[CH3:19])[C@H:11]([O:12][C:13](=[O:15])[CH3:14])[C@H:6]1[O:7][C:8](=[O:10])[CH3:9])(=O)[CH3:2].[Sn](Cl)(Cl)(Cl)Cl.[CH3:28][CH:29]([CH2:35][CH2:36][CH2:37][CH:38]([CH3:50])[CH2:39][CH2:40][CH2:41][CH:42]([CH3:49])[CH2:43][CH2:44][CH2:45][CH:46]([CH3:48])[CH3:47])[CH2:30][CH2:31]CCO.O.C(=O)(O)[O-].[Na+]. (5) Given the product [CH3:1][C:2]1[S:3][CH:4]=[C:5]([C:7]([OH:9])=[O:8])[N:6]=1, predict the reactants needed to synthesize it. The reactants are: [CH3:1][C:2]1[S:3][CH:4]=[C:5]([C:7]([O:9]CC)=[O:8])[N:6]=1.[OH-].[Na+]. (6) Given the product [Cl:31][C:32]1[CH:37]=[CH:36][C:35]([O:6][C:2]([CH3:3])([C:4]#[CH:5])[CH3:1])=[C:34]([F:39])[CH:33]=1, predict the reactants needed to synthesize it. The reactants are: [CH3:1][C:2]([OH:6])([C:4]#[CH:5])[CH3:3].N12CCCN=C1CCCCC2.FC(F)(F)C(OC(=O)C(F)(F)F)=O.[Cl:31][C:32]1[CH:37]=[CH:36][C:35](O)=[C:34]([F:39])[CH:33]=1.